This data is from Merck oncology drug combination screen with 23,052 pairs across 39 cell lines. The task is: Regression. Given two drug SMILES strings and cell line genomic features, predict the synergy score measuring deviation from expected non-interaction effect. Drug 2: C#Cc1cccc(Nc2ncnc3cc(OCCOC)c(OCCOC)cc23)c1. Drug 1: COc1cc(C2c3cc4c(cc3C(OC3OC5COC(C)OC5C(O)C3O)C3COC(=O)C23)OCO4)cc(OC)c1O. Cell line: DLD1. Synergy scores: synergy=14.7.